From a dataset of Catalyst prediction with 721,799 reactions and 888 catalyst types from USPTO. Predict which catalyst facilitates the given reaction. (1) Reactant: [NH2:1][CH2:2][CH:3]([OH:29])[CH2:4][O:5][C:6]1[C:11]([CH3:12])=[CH:10][C:9]([C:13]2[O:14][C:15]([C:18]3[S:19][CH:20]=[C:21]([CH2:24][CH:25]([CH3:27])[CH3:26])[C:22]=3[CH3:23])=[N:16][N:17]=2)=[CH:8][C:7]=1[CH3:28].[C:30](O)(=[O:33])[CH2:31][OH:32].CCN(C(C)C)C(C)C.CN(C(ON1N=NC2C=CC=CC1=2)=[N+](C)C)C.[B-](F)(F)(F)F. Product: [OH:33][CH2:30][C:31]([NH:1][CH2:2][CH:3]([OH:29])[CH2:4][O:5][C:6]1[C:11]([CH3:12])=[CH:10][C:9]([C:13]2[O:14][C:15]([C:18]3[S:19][CH:20]=[C:21]([CH2:24][CH:25]([CH3:27])[CH3:26])[C:22]=3[CH3:23])=[N:16][N:17]=2)=[CH:8][C:7]=1[CH3:28])=[O:32]. The catalyst class is: 3. (2) Reactant: [NH2:1][C:2]1[CH:9]=[CH:8][C:5]([C:6]#[N:7])=[CH:4][CH:3]=1.[N:10]1[C:15]2[NH:16][CH:17]=[CH:18][C:14]=2[C:13]([C:19]2[C:20]([NH:25][C:26]3[C:27]4[CH:28]=[CH:29][N:30]=[C:31](Cl)[C:32]=4[CH:33]=[CH:34][C:35]=3[CH3:36])=[N:21][CH:22]=[CH:23][CH:24]=2)=[N:12][CH:11]=1.C1(P(C2CCCCC2)C2C=CC=CC=2C2C=CC=CC=2N(C)C)CCCCC1.C[Si]([N-][Si](C)(C)C)(C)C.[Li+]. Product: [N:10]1[C:15]2[NH:16][CH:17]=[CH:18][C:14]=2[C:13]([C:19]2[C:20]([NH:25][C:26]3[C:35]([CH3:36])=[CH:34][CH:33]=[C:32]4[C:27]=3[CH:28]=[CH:29][N:30]=[C:31]4[NH:1][C:2]3[CH:9]=[CH:8][C:5]([C:6]#[N:7])=[CH:4][CH:3]=3)=[N:21][CH:22]=[CH:23][CH:24]=2)=[N:12][CH:11]=1. The catalyst class is: 443. (3) Reactant: [Cl:1][C:2]1[CH:3]=[CH:4][C:5]([OH:10])=[C:6]([CH:9]=1)[CH:7]=[O:8].CC(C)([O-])C.[K+].[CH2:17](Br)[C:18]1[CH:23]=[CH:22][CH:21]=[CH:20][CH:19]=1. Product: [CH2:17]([O:10][C:5]1[CH:4]=[CH:3][C:2]([Cl:1])=[CH:9][C:6]=1[CH:7]=[O:8])[C:18]1[CH:23]=[CH:22][CH:21]=[CH:20][CH:19]=1. The catalyst class is: 1. (4) Reactant: [NH2:1][CH2:2][CH2:3][CH2:4][C:5]([CH3:43])([CH3:42])[CH2:6][N:7]([S:31]([C:34]1[CH:39]=[CH:38][CH:37]=[C:36]([NH:40][CH3:41])[CH:35]=1)(=[O:33])=[O:32])[CH2:8][C@@H:9]([OH:30])[C@@H:10]([NH:18][C:19](=[O:29])[O:20][C@@H:21]1[C@H:28]2[C@H:24]([O:25][CH2:26][CH2:27]2)[O:23][CH2:22]1)[CH2:11][C:12]1[CH:17]=[CH:16][CH:15]=[CH:14][CH:13]=1.C(N(CC)C(C)C)(C)C.Cl[C:54]([O:56][CH3:57])=[O:55]. Product: [CH2:11]([C@H:10]([NH:18][C:19](=[O:29])[O:20][C@@H:21]1[C@H:28]2[C@H:24]([O:25][CH2:26][CH2:27]2)[O:23][CH2:22]1)[C@H:9]([OH:30])[CH2:8][N:7]([CH2:6][C:5]([CH3:43])([CH3:42])[CH2:4][CH2:3][CH2:2][NH:1][C:54]([O:56][CH3:57])=[O:55])[S:31]([C:34]1[CH:39]=[CH:38][CH:37]=[C:36]([NH:40][CH3:41])[CH:35]=1)(=[O:33])=[O:32])[C:12]1[CH:17]=[CH:16][CH:15]=[CH:14][CH:13]=1. The catalyst class is: 1.